From a dataset of Full USPTO retrosynthesis dataset with 1.9M reactions from patents (1976-2016). Predict the reactants needed to synthesize the given product. (1) Given the product [Cl:1][C:2]1[N:3]=[CH:4][N:5]([C:7]2[CH:12]=[CH:11][C:10]([NH:13][C:14]3[N:15]=[C:16]([N:29]([CH3:30])[CH3:31])[C:17]4[CH2:22][CH2:21][C@H:20]([C:23]5[CH:28]=[CH:27][CH:26]=[CH:25][CH:24]=5)[C:18]=4[N:19]=3)=[CH:9][C:8]=2[O:32][CH3:33])[CH:6]=1, predict the reactants needed to synthesize it. The reactants are: [Cl:1][C:2]1[N:3]=[CH:4][N:5]([C:7]2[CH:12]=[CH:11][C:10]([NH:13][C:14]3[N:15]=[C:16]([N:29]([CH3:31])[CH3:30])[C:17]4[CH2:22][CH2:21][CH:20]([C:23]5[CH:28]=[CH:27][CH:26]=[CH:25][CH:24]=5)[C:18]=4[N:19]=3)=[CH:9][C:8]=2[O:32][CH3:33])[CH:6]=1. (2) The reactants are: [CH2:1]([O:8][C:9]([NH:11][C@@H:12]([CH2:16][C:17]1[CH:22]=[CH:21][C:20]([CH:23]2[S:27](=[O:29])(=[O:28])[NH:26][C:25](=[O:30])[CH2:24]2)=[C:19]([Br:31])[CH:18]=1)[C:13](O)=[O:14])=[O:10])[C:2]1[CH:7]=[CH:6][CH:5]=[CH:4][CH:3]=1.F[P-](F)(F)(F)(F)F.N1(O[P+](N(C)C)(N(C)C)N(C)C)C2C=CC=CC=2N=N1.Cl.[NH2:60][CH2:61][CH2:62][CH2:63][CH2:64][O:65][C:66]1[CH:75]=[CH:74][CH:73]=[C:72]([OH:76])[C:67]=1[C:68]([O:70][CH3:71])=[O:69].C(N(CC)C(C)C)(C)C. Given the product [CH2:1]([O:8][C:9]([NH:11][C@@H:12]([CH2:16][C:17]1[CH:22]=[CH:21][C:20]([CH:23]2[S:27](=[O:28])(=[O:29])[NH:26][C:25](=[O:30])[CH2:24]2)=[C:19]([Br:31])[CH:18]=1)[C:13]([NH:60][CH2:61][CH2:62][CH2:63][CH2:64][O:65][C:66]1[CH:75]=[CH:74][CH:73]=[C:72]([OH:76])[C:67]=1[C:68]([O:70][CH3:71])=[O:69])=[O:14])=[O:10])[C:2]1[CH:7]=[CH:6][CH:5]=[CH:4][CH:3]=1, predict the reactants needed to synthesize it. (3) Given the product [Cl:1][C:2]1[CH:3]=[C:4]([N+:9]([O-:11])=[O:10])[CH:5]=[CH:6][C:7]=1[S:12][C:13]1[S:14][CH:15]=[CH:16][N:17]=1, predict the reactants needed to synthesize it. The reactants are: [Cl:1][C:2]1[CH:3]=[C:4]([N+:9]([O-:11])=[O:10])[CH:5]=[CH:6][C:7]=1F.[SH:12][C:13]1[S:14][CH:15]=[CH:16][N:17]=1. (4) Given the product [F:1][C:2]1[CH:7]=[C:6]([I:17])[C:5]([O:8][CH2:9][O:10][CH3:11])=[CH:4][N:3]=1, predict the reactants needed to synthesize it. The reactants are: [F:1][C:2]1[CH:7]=[CH:6][C:5]([O:8][CH2:9][O:10][CH3:11])=[CH:4][N:3]=1.C([Li])(C)(C)C.[I:17]I.O.